From a dataset of NCI-60 drug combinations with 297,098 pairs across 59 cell lines. Regression. Given two drug SMILES strings and cell line genomic features, predict the synergy score measuring deviation from expected non-interaction effect. (1) Synergy scores: CSS=49.5, Synergy_ZIP=1.96, Synergy_Bliss=-1.86, Synergy_Loewe=-33.3, Synergy_HSA=-4.19. Drug 1: C1CN1P(=S)(N2CC2)N3CC3. Drug 2: C1=CC=C(C(=C1)C(C2=CC=C(C=C2)Cl)C(Cl)Cl)Cl. Cell line: MOLT-4. (2) Drug 1: C1=NC(=NC(=O)N1C2C(C(C(O2)CO)O)O)N. Drug 2: CC12CCC3C(C1CCC2O)C(CC4=C3C=CC(=C4)O)CCCCCCCCCS(=O)CCCC(C(F)(F)F)(F)F. Cell line: OVCAR-8. Synergy scores: CSS=0.865, Synergy_ZIP=3.80, Synergy_Bliss=4.49, Synergy_Loewe=2.68, Synergy_HSA=1.28. (3) Drug 1: C1C(C(OC1N2C=C(C(=O)NC2=O)F)CO)O. Drug 2: CCC1(CC2CC(C3=C(CCN(C2)C1)C4=CC=CC=C4N3)(C5=C(C=C6C(=C5)C78CCN9C7C(C=CC9)(C(C(C8N6C=O)(C(=O)OC)O)OC(=O)C)CC)OC)C(=O)OC)O.OS(=O)(=O)O. Cell line: PC-3. Synergy scores: CSS=7.79, Synergy_ZIP=-7.48, Synergy_Bliss=-2.14, Synergy_Loewe=-12.4, Synergy_HSA=-1.32.